Task: Predict the product of the given reaction.. Dataset: Forward reaction prediction with 1.9M reactions from USPTO patents (1976-2016) Given the reactants [C:1]1([CH3:7])[CH:6]=[CH:5][CH:4]=[CH:3][CH:2]=1.[CH2:8]([NH2:15])[C:9]1[CH:14]=[CH:13][CH:12]=[CH:11][CH:10]=1.[BH-:16](O[C:26]([CH3:28])=O)(OC(C)=O)OC(C)=O.[Na+:29].C(Cl)Cl, predict the reaction product. The product is: [BH4-:16].[Na+:29].[CH2:8]([NH:15][CH:28]1[CH2:26][N:15]2[C:6]3[C:1]([CH:7]=[C:8]2[CH2:9][CH2:10]1)=[CH:2][CH:3]=[CH:4][CH:5]=3)[C:9]1[CH:14]=[CH:13][CH:12]=[CH:11][CH:10]=1.